From a dataset of Merck oncology drug combination screen with 23,052 pairs across 39 cell lines. Regression. Given two drug SMILES strings and cell line genomic features, predict the synergy score measuring deviation from expected non-interaction effect. (1) Drug 1: O=P1(N(CCCl)CCCl)NCCCO1. Drug 2: NC(=O)c1cccc2cn(-c3ccc(C4CCCNC4)cc3)nc12. Cell line: NCIH2122. Synergy scores: synergy=10.5. (2) Drug 1: O=c1[nH]cc(F)c(=O)[nH]1. Drug 2: O=C(CCCCCCC(=O)Nc1ccccc1)NO. Cell line: OVCAR3. Synergy scores: synergy=3.62. (3) Drug 1: CS(=O)(=O)CCNCc1ccc(-c2ccc3ncnc(Nc4ccc(OCc5cccc(F)c5)c(Cl)c4)c3c2)o1. Drug 2: COC1CC2CCC(C)C(O)(O2)C(=O)C(=O)N2CCCCC2C(=O)OC(C(C)CC2CCC(OP(C)(C)=O)C(OC)C2)CC(=O)C(C)C=C(C)C(O)C(OC)C(=O)C(C)CC(C)C=CC=CC=C1C. Cell line: SW620. Synergy scores: synergy=3.09. (4) Drug 1: O=C(CCCCCCC(=O)Nc1ccccc1)NO. Cell line: UWB1289. Synergy scores: synergy=8.41. Drug 2: COC1CC2CCC(C)C(O)(O2)C(=O)C(=O)N2CCCCC2C(=O)OC(C(C)CC2CCC(OP(C)(C)=O)C(OC)C2)CC(=O)C(C)C=C(C)C(O)C(OC)C(=O)C(C)CC(C)C=CC=CC=C1C. (5) Drug 1: O=c1[nH]cc(F)c(=O)[nH]1. Drug 2: Cc1nc(Nc2ncc(C(=O)Nc3c(C)cccc3Cl)s2)cc(N2CCN(CCO)CC2)n1. Cell line: COLO320DM. Synergy scores: synergy=6.47. (6) Synergy scores: synergy=18.1. Cell line: SKMES1. Drug 1: CN(C)C(=N)N=C(N)N. Drug 2: COC1CC2CCC(C)C(O)(O2)C(=O)C(=O)N2CCCCC2C(=O)OC(C(C)CC2CCC(OP(C)(C)=O)C(OC)C2)CC(=O)C(C)C=C(C)C(O)C(OC)C(=O)C(C)CC(C)C=CC=CC=C1C. (7) Drug 1: CN1C(=O)C=CC2(C)C3CCC4(C)C(NC(=O)OCC(F)(F)F)CCC4C3CCC12. Drug 2: O=P1(N(CCCl)CCCl)NCCCO1. Cell line: HT29. Synergy scores: synergy=5.56.